Dataset: Reaction yield outcomes from USPTO patents with 853,638 reactions. Task: Predict the reaction yield, written as a fraction of the theoretical maximum amount of product (1.0 means a 100% yield; for example, 0.34 means a 34% yield). The reactants are [Cl:1][C:2]1[CH:8]=[CH:7][C:6]([N+:9]([O-:11])=[O:10])=[CH:5][C:3]=1N.S(=O)(=O)(O)O.N([O-])=O.[Na+].[I-:21].[K+]. The catalyst is O. The product is [Cl:1][C:2]1[CH:8]=[CH:7][C:6]([N+:9]([O-:11])=[O:10])=[CH:5][C:3]=1[I:21]. The yield is 0.730.